Dataset: Reaction yield outcomes from USPTO patents with 853,638 reactions. Task: Predict the reaction yield, written as a fraction of the theoretical maximum amount of product (1.0 means a 100% yield; for example, 0.34 means a 34% yield). The reactants are Cl[C:2]1[CH:7]=[CH:6][C:5]([N+:8]([O-:10])=[O:9])=[CH:4][N:3]=1.[NH:11]1[CH2:15][CH2:14][CH2:13][CH2:12]1. The catalyst is CCO. The product is [N+:8]([C:5]1[CH:6]=[CH:7][C:2]([N:11]2[CH2:15][CH2:14][CH2:13][CH2:12]2)=[N:3][CH:4]=1)([O-:10])=[O:9]. The yield is 0.780.